This data is from Full USPTO retrosynthesis dataset with 1.9M reactions from patents (1976-2016). The task is: Predict the reactants needed to synthesize the given product. (1) The reactants are: CC([O:4][C:5]([CH2:7][CH2:8][CH2:9]/[CH:10]=[CH:11]\[CH2:12][C@@H:13]1[C@@H:17]([CH2:18][CH2:19][C@@H:20]([OH:29])[CH2:21][CH2:22][C:23]2[CH:28]=[CH:27][CH:26]=[CH:25][CH:24]=2)[C@H:16]([OH:30])[CH2:15][C@@H:14]1[OH:31])=O)C.[C:32]([O:39][CH2:40][C:41]1[CH:42]=[N:43][C:44]([CH3:57])=[C:45]([OH:56])[C:46]=1[CH2:47][O:48][C:49](=[O:55])[CH2:50][CH2:51][CH2:52][C:53]#[CH:54])(=[O:38])[CH2:33][CH2:34][CH2:35][C:36]#[CH:37].CN(C(ON1N=NC2C=CC=CC1=2)=[N+](C)C)C.F[P-](F)(F)(F)(F)F.CCN(CC)CC. Given the product [C:32]([O:39][CH2:40][C:41]1[CH:42]=[N:43][C:44]([CH3:57])=[C:45]([O:56][C:5](=[O:4])[CH2:7][CH2:8][CH2:9]/[CH:10]=[CH:11]\[CH2:12][C@H:13]2[C@@H:14]([OH:31])[CH2:15][C@@H:16]([OH:30])[C@@H:17]2[CH2:18][CH2:19][C@@H:20]([OH:29])[CH2:21][CH2:22][C:23]2[CH:24]=[CH:25][CH:26]=[CH:27][CH:28]=2)[C:46]=1[CH2:47][O:48][C:49](=[O:55])[CH2:50][CH2:51][CH2:52][C:53]#[CH:54])(=[O:38])[CH2:33][CH2:34][CH2:35][C:36]#[CH:37], predict the reactants needed to synthesize it. (2) Given the product [CH2:9]([O:8][C:6](=[O:7])/[C:5](/[O:4][CH2:2][CH3:3])=[CH:58]/[C:52]1[C:53]2[O:57][CH:56]=[CH:55][C:54]=2[C:49]([O:48][CH2:41][C:42]2[CH:43]=[CH:44][CH:45]=[CH:46][CH:47]=2)=[CH:50][CH:51]=1)[CH3:10], predict the reactants needed to synthesize it. The reactants are: [Cl-].[CH2:2]([O:4][CH:5]([P+](C1C=CC=CC=1)(C1C=CC=CC=1)C1C=CC=CC=1)[C:6]([O:8][CH2:9][CH3:10])=[O:7])[CH3:3].C1CCN2C(=NCCC2)CC1.[CH2:41]([O:48][C:49]1[C:54]2[CH:55]=[CH:56][O:57][C:53]=2[C:52]([CH:58]=O)=[CH:51][CH:50]=1)[C:42]1[CH:47]=[CH:46][CH:45]=[CH:44][CH:43]=1. (3) Given the product [CH3:1][O:2][C:3]1[CH:34]=[C:33]([O:35][CH3:36])[CH:32]=[CH:31][C:4]=1[CH2:5][NH:6][C:7]1[N:16]2[N:17]=[C:18]([CH:20]3[CH2:25][CH2:24][CH2:23][N:22]([C:38]4[CH:43]=[CH:42][CH:41]=[C:40]([F:44])[CH:39]=4)[CH2:21]3)[N:19]=[C:15]2[C:14]2[C:9](=[C:10]3[O:28][C:27]([F:29])([F:30])[O:26][C:11]3=[CH:12][CH:13]=2)[N:8]=1, predict the reactants needed to synthesize it. The reactants are: [CH3:1][O:2][C:3]1[CH:34]=[C:33]([O:35][CH3:36])[CH:32]=[CH:31][C:4]=1[CH2:5][NH:6][C:7]1[N:16]2[N:17]=[C:18]([CH:20]3[CH2:25][CH2:24][CH2:23][NH:22][CH2:21]3)[N:19]=[C:15]2[C:14]2[C:9](=[C:10]3[O:28][C:27]([F:30])([F:29])[O:26][C:11]3=[CH:12][CH:13]=2)[N:8]=1.Br[C:38]1[CH:43]=[CH:42][CH:41]=[C:40]([F:44])[CH:39]=1.C1(P(C2CCCCC2)C2C=CC=CC=2C2C(OC(C)C)=CC=CC=2OC(C)C)CCCCC1.CC(C)([O-])C.[K+]. (4) The reactants are: Br[C:2]1[CH:11]=[C:10]2[C:5]([CH:6]=[CH:7][C:8]([C:12]3[N:16]4[CH:17]=[C:18]([C@@H:21]([N:26]5[CH2:30][CH2:29][C@H:28]([NH:31][C:32](=[O:38])[O:33][C:34]([CH3:37])([CH3:36])[CH3:35])[CH2:27]5)[C:22]([F:25])([F:24])[F:23])[CH:19]=[CH:20][C:15]4=[N:14][N:13]=3)=[N:9]2)=[CH:4][C:3]=1[F:39].[CH3:40][N:41]1[C:45](B2OC(C)(C)C(C)(C)O2)=[CH:44][C:43]([CH3:55])=[N:42]1.[F-].[Cs+].CC(O)C.C(N(CC)CC)C. Given the product [CH3:40][N:41]1[C:45]([C:2]2[CH:11]=[C:10]3[C:5]([CH:6]=[CH:7][C:8]([C:12]4[N:16]5[CH:17]=[C:18]([C@@H:21]([N:26]6[CH2:30][CH2:29][C@H:28]([NH:31][C:32](=[O:38])[O:33][C:34]([CH3:37])([CH3:36])[CH3:35])[CH2:27]6)[C:22]([F:24])([F:25])[F:23])[CH:19]=[CH:20][C:15]5=[N:14][N:13]=4)=[N:9]3)=[CH:4][C:3]=2[F:39])=[CH:44][C:43]([CH3:55])=[N:42]1, predict the reactants needed to synthesize it. (5) Given the product [N:1]1[CH:5]=[C:4]([CH2:6][N:7]([CH:21]([CH3:23])[CH3:22])[C:8]2[CH:9]=[CH:10][C:11]([O:14][C:15]([F:16])([F:17])[F:18])=[CH:12][CH:13]=2)[NH:3][CH:2]=1, predict the reactants needed to synthesize it. The reactants are: [N:1]1[CH:5]=[C:4]([CH2:6][NH:7][C:8]2[CH:13]=[CH:12][C:11]([O:14][C:15]([F:18])([F:17])[F:16])=[CH:10][CH:9]=2)[NH:3][CH:2]=1.CO[C:21]([CH3:23])=[CH2:22].FC(F)(F)C(O)=O.C(O[BH-](OC(=O)C)OC(=O)C)(=O)C.[Na+].[OH-].[Na+]. (6) Given the product [F:2][C:3]1[CH:4]=[C:5]2[C:9](=[CH:10][CH:11]=1)[NH:8][CH:7]=[C:6]2[CH2:12][CH2:13][NH:14][C:35](=[O:39])[C:27]1[CH:23]=[CH:22][CH:21]=[C:20]([CH2:19][C:18]2[CH:29]=[CH:30][CH:31]=[C:16]([F:15])[CH:17]=2)[CH:28]=1, predict the reactants needed to synthesize it. The reactants are: Cl.[F:2][C:3]1[CH:4]=[C:5]2[C:9](=[CH:10][CH:11]=1)[NH:8][CH:7]=[C:6]2[CH2:12][CH2:13][NH2:14].[F:15][C:16]1[CH:17]=[C:18]([CH:29]=[CH:30][CH:31]=1)[CH2:19][C:20]1[CH:28]=[CH:27][C:23](C(O)=O)=[CH:22][CH:21]=1.CN([C:35]([O:39]N1N=NC2C=CC=NC1=2)=[N+](C)C)C.F[P-](F)(F)(F)(F)F.C(N(CC)C(C)C)(C)C. (7) Given the product [Si:31]([O:38][CH2:39][CH2:40][N:41]([CH2:42][C:43]1[CH:48]=[CH:47][C:46]([F:49])=[CH:45][CH:44]=1)[C:28]([C:10]1[C:9]([O:8][CH2:1][C:2]2[CH:3]=[CH:4][CH:5]=[CH:6][CH:7]=2)=[C:14]([OH:15])[N:13]=[C:12]([CH2:16][C:17]2([C:22]3[CH:27]=[CH:26][CH:25]=[CH:24][CH:23]=3)[CH2:21][CH2:20][CH2:19][CH2:18]2)[N:11]=1)=[O:29])([C:34]([CH3:37])([CH3:36])[CH3:35])([CH3:33])[CH3:32], predict the reactants needed to synthesize it. The reactants are: [CH2:1]([O:8][C:9]1[C:10]([C:28](O)=[O:29])=[N:11][C:12]([CH2:16][C:17]2([C:22]3[CH:27]=[CH:26][CH:25]=[CH:24][CH:23]=3)[CH2:21][CH2:20][CH2:19][CH2:18]2)=[N:13][C:14]=1[OH:15])[C:2]1[CH:7]=[CH:6][CH:5]=[CH:4][CH:3]=1.[Si:31]([O:38][CH2:39][CH2:40][NH:41][CH2:42][C:43]1[CH:48]=[CH:47][C:46]([F:49])=[CH:45][CH:44]=1)([C:34]([CH3:37])([CH3:36])[CH3:35])([CH3:33])[CH3:32].CCCP(=O)=O.O. (8) Given the product [CH2:18]([O:25][C:26]1[CH:31]=[CH:30][N:29]([CH2:32][CH:33]2[CH2:35][CH2:34]2)[C:28](=[O:36])[C:27]=1[CH:6]1[CH2:8][CH2:7]1)[C:19]1[CH:24]=[CH:23][CH:22]=[CH:21][CH:20]=1, predict the reactants needed to synthesize it. The reactants are: C([O-])(O)=O.[Na+].[CH:6]1(B(O)O)[CH2:8][CH2:7]1.C(=O)([O-])[O-].[K+].[K+].[CH2:18]([O:25][C:26]1[CH:31]=[CH:30][N:29]([CH2:32][CH:33]2[CH2:35][CH2:34]2)[C:28](=[O:36])[C:27]=1I)[C:19]1[CH:24]=[CH:23][CH:22]=[CH:21][CH:20]=1. (9) Given the product [F:1][C:2]1[CH:3]=[CH:4][C:5]([OH:26])=[C:6]([CH3:25])[C:7]=1[NH:8][CH2:9][C:10]1[CH:15]=[C:14]([CH3:16])[CH:13]=[C:12]([C:17]2[CH:22]=[CH:21][CH:20]=[C:19]([F:23])[CH:18]=2)[CH:11]=1, predict the reactants needed to synthesize it. The reactants are: [F:1][C:2]1[C:7]([NH:8][C:9](=O)[C:10]2[CH:15]=[C:14]([CH3:16])[CH:13]=[C:12]([C:17]3[CH:22]=[CH:21][CH:20]=[C:19]([F:23])[CH:18]=3)[CH:11]=2)=[C:6]([CH3:25])[C:5]([OH:26])=[CH:4][CH:3]=1.